This data is from hERG Central: cardiac toxicity at 1µM, 10µM, and general inhibition. The task is: Predict hERG channel inhibition at various concentrations. (1) The drug is CCOc1cccc2sc(N(CCN(CC)CC)C(=O)c3cccc(N4C(=O)CCC4=O)c3)nc12.Cl. Results: hERG_inhib (hERG inhibition (general)): blocker. (2) The molecule is CCN(CC(=O)NCc1ccc(Cl)cc1)C(=O)/C=C/c1ccc(C#N)cc1. Results: hERG_inhib (hERG inhibition (general)): blocker.